Dataset: Full USPTO retrosynthesis dataset with 1.9M reactions from patents (1976-2016). Task: Predict the reactants needed to synthesize the given product. (1) Given the product [CH3:33][S:30]([C:26]1[CH:25]=[C:24]([N:7]2[CH2:8][CH:9]([S:11]([C:14]3[CH:19]=[CH:18][CH:17]=[CH:16][C:15]=3[C:20]([F:22])([F:23])[F:21])(=[O:12])=[O:13])[CH2:10][CH:6]2[C:4]([OH:5])=[O:3])[CH:29]=[CH:28][CH:27]=1)(=[O:31])=[O:32], predict the reactants needed to synthesize it. The reactants are: C([O:3][C:4]([CH:6]1[CH2:10][CH:9]([S:11]([C:14]2[CH:19]=[CH:18][CH:17]=[CH:16][C:15]=2[C:20]([F:23])([F:22])[F:21])(=[O:13])=[O:12])[CH2:8][N:7]1[C:24]1[CH:29]=[CH:28][CH:27]=[C:26]([S:30]([CH3:33])(=[O:32])=[O:31])[CH:25]=1)=[O:5])C.[OH-].[Li+]. (2) Given the product [CH3:1][C:2]([NH:14][C@@H:15]1[CH2:19][C@H:18]([C:20]2[CH:25]=[CH:24][CH:23]=[C:22]([O:26][C:27]([F:30])([F:29])[F:28])[CH:21]=2)[N:17]([C:31]2[CH:36]=[CH:35][C:34]([CH:39]3[CH2:41][CH2:40]3)=[CH:33][CH:32]=2)[C:16]1=[O:38])([C:4]1[CH:5]=[N:6][C:7]([C:10]([F:13])([F:12])[F:11])=[CH:8][CH:9]=1)[CH3:3], predict the reactants needed to synthesize it. The reactants are: [CH3:1][C:2]([NH:14][C@@H:15]1[CH2:19][C@H:18]([C:20]2[CH:25]=[CH:24][CH:23]=[C:22]([O:26][C:27]([F:30])([F:29])[F:28])[CH:21]=2)[N:17]([C:31]2[CH:36]=[CH:35][C:34](Br)=[CH:33][CH:32]=2)[C:16]1=[O:38])([C:4]1[CH:5]=[N:6][C:7]([C:10]([F:13])([F:12])[F:11])=[CH:8][CH:9]=1)[CH3:3].[CH:39]1(B(O)O)[CH2:41][CH2:40]1.C1(P(C2CCCCC2)C2CCCCC2)CCCCC1. (3) Given the product [Br:1][C:2]1[CH:7]=[CH:6][C:5]([S:8]([N:11]([C:12]2[CH:17]=[CH:16][CH:15]=[C:14]([O:18][CH3:19])[CH:13]=2)[CH3:20])(=[O:9])=[O:10])=[CH:4][CH:3]=1, predict the reactants needed to synthesize it. The reactants are: [Br:1][C:2]1[CH:7]=[CH:6][C:5]([S:8]([NH:11][C:12]2[CH:17]=[CH:16][CH:15]=[C:14]([O:18][CH3:19])[CH:13]=2)(=[O:10])=[O:9])=[CH:4][CH:3]=1.[C:20]([O-])([O-])=O.[K+].[K+]. (4) Given the product [Br:1][C:2]1[C:3](=[O:28])[N:4]([CH2:19][C:20]2[CH:21]=[CH:22][C:23]([OH:26])=[CH:24][CH:25]=2)[C:5]([CH3:18])=[CH:6][C:7]=1[O:8][CH2:9][C:10]1[CH:15]=[CH:14][C:13]([F:16])=[CH:12][C:11]=1[F:17], predict the reactants needed to synthesize it. The reactants are: [Br:1][C:2]1[C:3](=[O:28])[N:4]([CH2:19][C:20]2[CH:25]=[CH:24][C:23]([O:26]C)=[CH:22][CH:21]=2)[C:5]([CH3:18])=[CH:6][C:7]=1[O:8][CH2:9][C:10]1[CH:15]=[CH:14][C:13]([F:16])=[CH:12][C:11]=1[F:17].[N+]([O-])([O-])=O.[NH4+]. (5) Given the product [Cl:1][C:2]1[CH:3]=[C:4]([C:9]2[CH:14]=[CH:13][C:12]([F:15])=[C:11]([C@:16]3([CH3:28])[C:22]([F:24])([F:23])[C:21]([CH3:26])([CH3:25])[O:20][CH2:19][C:18](=[S:38])[NH:17]3)[CH:10]=2)[CH:5]=[C:6]([Cl:8])[CH:7]=1, predict the reactants needed to synthesize it. The reactants are: [Cl:1][C:2]1[CH:3]=[C:4]([C:9]2[CH:14]=[CH:13][C:12]([F:15])=[C:11]([C@:16]3([CH3:28])[C:22]([F:24])([F:23])[C:21]([CH3:26])([CH3:25])[O:20][CH2:19][C:18](=O)[NH:17]3)[CH:10]=2)[CH:5]=[C:6]([Cl:8])[CH:7]=1.COC1C=CC(P2(SP(C3C=CC(OC)=CC=3)(=S)S2)=[S:38])=CC=1. (6) Given the product [C:30]([C@H:27]1[CH2:26][CH2:25][C@H:24]([O:23][C:18]2[CH:19]=[C:20]3[C:15](=[CH:16][CH:17]=2)[CH:14]=[C:13]([CH2:12][NH:11][CH2:10][CH2:9][P:4](=[O:3])([OH:8])[OH:5])[CH:22]=[CH:21]3)[CH2:29][CH2:28]1)([CH3:33])([CH3:31])[CH3:32], predict the reactants needed to synthesize it. The reactants are: C([O:3][P:4]([CH2:9][CH2:10][NH:11][CH2:12][C:13]1[CH:22]=[CH:21][C:20]2[C:15](=[CH:16][CH:17]=[C:18]([O:23][CH:24]3[CH2:29][CH2:28][CH:27]([C:30]([CH3:33])([CH3:32])[CH3:31])[CH2:26][CH2:25]3)[CH:19]=2)[CH:14]=1)(=[O:8])[O:5]CC)C.Br[Si](C)(C)C. (7) Given the product [NH:1]1[CH:5]=[C:4]([C:6]2[CH:7]=[C:8]3[N:14]=[CH:13][N:12]([C:15]4[CH:16]=[C:17]([NH:29][S:38]([CH2:36][CH3:37])(=[O:40])=[O:39])[CH:18]=[C:19]([C:21]5[CH:26]=[CH:25][C:24]([F:27])=[CH:23][C:22]=5[F:28])[CH:20]=4)[C:9]3=[N:10][CH:11]=2)[N:3]=[N:2]1, predict the reactants needed to synthesize it. The reactants are: [NH:1]1[CH:5]=[C:4]([C:6]2[CH:7]=[C:8]3[N:14]=[CH:13][N:12]([C:15]4[CH:16]=[C:17]([NH2:29])[CH:18]=[C:19]([C:21]5[CH:26]=[CH:25][C:24]([F:27])=[CH:23][C:22]=5[F:28])[CH:20]=4)[C:9]3=[N:10][CH:11]=2)[N:3]=[N:2]1.N1C=CC=CC=1.[CH2:36]([S:38](Cl)(=[O:40])=[O:39])[CH3:37]. (8) The reactants are: [CH2:1]([N:8]1[C:13](=[O:14])[CH2:12][NH:11][C:10]2[N:15]=[CH:16][C:17]([C:19]3[CH:27]=[CH:26][C:22]([C:23](O)=[O:24])=[CH:21][CH:20]=3)=[CH:18][C:9]1=2)[C:2]1[CH:7]=[CH:6][CH:5]=[CH:4][CH:3]=1.[CH2:28]([NH2:30])[CH3:29]. Given the product [CH2:1]([N:8]1[C:13](=[O:14])[CH2:12][NH:11][C:10]2[N:15]=[CH:16][C:17]([C:19]3[CH:27]=[CH:26][C:22]([C:23]([NH:30][CH2:28][CH3:29])=[O:24])=[CH:21][CH:20]=3)=[CH:18][C:9]1=2)[C:2]1[CH:7]=[CH:6][CH:5]=[CH:4][CH:3]=1, predict the reactants needed to synthesize it.